From a dataset of Forward reaction prediction with 1.9M reactions from USPTO patents (1976-2016). Predict the product of the given reaction. (1) Given the reactants Br[C:2]1[CH:9]=[CH:8][C:7]([O:10][CH2:11][CH3:12])=[CH:6][C:3]=1[C:4]#[N:5].[CH:13]1([B-](F)(F)F)[CH2:15][CH2:14]1.[K+].C1(P(C2CCCCC2)C2C=CC=CC=2C2C(OC(C)C)=CC=CC=2OC(C)C)CCCCC1.P([O-])([O-])([O-])=O.[K+].[K+].[K+], predict the reaction product. The product is: [CH:13]1([C:2]2[CH:9]=[CH:8][C:7]([O:10][CH2:11][CH3:12])=[CH:6][C:3]=2[C:4]#[N:5])[CH2:15][CH2:14]1. (2) Given the reactants [C:1]([CH2:3][C:4]([NH:6][C:7]1[CH:12]=[CH:11][C:10]([F:13])=[C:9]([CH3:14])[CH:8]=1)=[O:5])#[N:2].CO/[CH:17]=[CH:18]/[C:19](=O)[CH3:20].N12CCN(CC1)CC2.C(OCC)(=O)C, predict the reaction product. The product is: [F:13][C:10]1[CH:11]=[CH:12][C:7]([N:6]2[C:19]([CH3:20])=[CH:18][CH:17]=[C:3]([C:1]#[N:2])[C:4]2=[O:5])=[CH:8][C:9]=1[CH3:14]. (3) The product is: [CH3:18][C@@H:5]1[CH2:4][CH2:3][C@H:2]([O:1][S:29]([CH3:28])(=[O:31])=[O:30])[CH2:7][N:6]1[C:8]([O:10][CH2:11][C:12]1[CH:17]=[CH:16][CH:15]=[CH:14][CH:13]=1)=[O:9]. Given the reactants [OH:1][C@@H:2]1[CH2:7][N:6]([C:8]([O:10][CH2:11][C:12]2[CH:17]=[CH:16][CH:15]=[CH:14][CH:13]=2)=[O:9])[C@H:5]([CH3:18])[CH2:4][CH2:3]1.CCN(C(C)C)C(C)C.[CH3:28][S:29](Cl)(=[O:31])=[O:30], predict the reaction product. (4) Given the reactants C1([C:7]2[CH:12]=[CH:11][C:10]([OH:13])=[CH:9][CH:8]=2)C=CC=CC=1.C(N([CH2:19][CH3:20])CC)C.Cl[P:22]1[O:26][C:25]([C:33]2[CH:38]=[CH:37][CH:36]=[CH:35][CH:34]=2)([C:27]2[CH:32]=[CH:31][CH:30]=[CH:29][CH:28]=2)[C:24]([C:45]2[CH:50]=[CH:49][CH:48]=[CH:47][CH:46]=2)([C:39]2[CH:44]=[CH:43][CH:42]=[CH:41][CH:40]=2)[O:23]1.[C:51]1(C)[CH:56]=CC=[CH:53][CH:52]=1, predict the reaction product. The product is: [C:8]1([C:20]2[CH:19]=[CH:53][CH:52]=[CH:51][CH:56]=2)[CH:7]=[CH:12][CH:11]=[C:10]([O:13][P:22]2[O:26][C:25]([C:33]3[CH:38]=[CH:37][CH:36]=[CH:35][CH:34]=3)([C:27]3[CH:32]=[CH:31][CH:30]=[CH:29][CH:28]=3)[C:24]([C:39]3[CH:44]=[CH:43][CH:42]=[CH:41][CH:40]=3)([C:45]3[CH:50]=[CH:49][CH:48]=[CH:47][CH:46]=3)[O:23]2)[CH:9]=1. (5) Given the reactants [CH3:1][O:2][CH2:3][CH2:4][NH2:5].C(N[CH2:11][C:12]1[CH:24]=[CH:23][C:15]([O:16][CH2:17][C:18]([O:20][CH2:21][CH3:22])=[O:19])=[C:14]([CH3:25])[CH:13]=1)CCC, predict the reaction product. The product is: [CH3:1][O:2][CH2:3][CH2:4][NH:5][CH2:11][C:12]1[CH:24]=[CH:23][C:15]([O:16][CH2:17][C:18]([O:20][CH2:21][CH3:22])=[O:19])=[C:14]([CH3:25])[CH:13]=1. (6) Given the reactants Cl[C:2]1[CH:7]=[C:6]([O:8][CH:9]([C:14]2[CH:19]=[CH:18][CH:17]=[CH:16][C:15]=2[C:20]2[O:21][C:22]([CH2:25][N:26]([CH3:28])[CH3:27])=[CH:23][CH:24]=2)[C:10]([F:13])([F:12])[F:11])[N:5]=[C:4]([NH2:29])[N:3]=1.B([C:33]1[CH:44]=[CH:43][C:36]([CH2:37][C@@H:38]([C:40]([OH:42])=[O:41])[NH2:39])=[CH:35][CH:34]=1)(O)O.C(#N)C.C(=O)([O-])[O-].[Na+].[Na+], predict the reaction product. The product is: [NH2:39][C@@H:38]([CH2:37][C:36]1[CH:43]=[CH:44][C:33]([C:2]2[CH:7]=[C:6]([O:8][CH:9]([C:14]3[CH:19]=[CH:18][CH:17]=[CH:16][C:15]=3[C:20]3[O:21][C:22]([CH2:25][N:26]([CH3:28])[CH3:27])=[CH:23][CH:24]=3)[C:10]([F:13])([F:12])[F:11])[N:5]=[C:4]([NH2:29])[N:3]=2)=[CH:34][CH:35]=1)[C:40]([OH:42])=[O:41]. (7) Given the reactants [NH2:1][C@@:2]([C:6]1[CH:15]=[CH:14][C:13]2[C:8](=[CH:9][CH:10]=[C:11]([S:16][C:17]3[CH:22]=[CH:21][CH:20]=[C:19]([O:23][CH2:24][C:25]4[CH:30]=[CH:29][CH:28]=[CH:27][CH:26]=4)[CH:18]=3)[CH:12]=2)[CH:7]=1)([CH3:5])[CH2:3][OH:4].C(Cl)(Cl)Cl.C(=O)(O)[O-].[Na+].[C:40]([O:44][C:45](O[C:45]([O:44][C:40]([CH3:43])([CH3:42])[CH3:41])=[O:46])=[O:46])([CH3:43])([CH3:42])[CH3:41], predict the reaction product. The product is: [CH2:24]([O:23][C:19]1[CH:18]=[C:17]([S:16][C:11]2[CH:12]=[C:13]3[C:8](=[CH:9][CH:10]=2)[CH:7]=[C:6]([C@:2]([NH:1][C:45](=[O:46])[O:44][C:40]([CH3:43])([CH3:42])[CH3:41])([CH3:5])[CH2:3][OH:4])[CH:15]=[CH:14]3)[CH:22]=[CH:21][CH:20]=1)[C:25]1[CH:30]=[CH:29][CH:28]=[CH:27][CH:26]=1. (8) Given the reactants [CH3:1][O:2][C:3](=[O:26])[C:4]1[CH:9]=[C:8]([O:10][CH:11]2[CH2:15][CH2:14][N:13]([CH3:16])[C:12]2=[O:17])[CH:7]=[C:6]([O:18]CC2C=CC=CC=2)[CH:5]=1, predict the reaction product. The product is: [OH:18][C:6]1[CH:5]=[C:4]([CH:9]=[C:8]([O:10][CH:11]2[CH2:15][CH2:14][N:13]([CH3:16])[C:12]2=[O:17])[CH:7]=1)[C:3]([O:2][CH3:1])=[O:26]. (9) The product is: [CH:30]([C:4]1[CH:5]=[CH:6][N:1]=[C:2]([C:7]2[CH:8]=[CH:9][C:10]([CH2:11][OH:12])=[CH:13][CH:14]=2)[CH:3]=1)=[O:32]. Given the reactants [N:1]1[CH:6]=[CH:5][CH:4]=[CH:3][C:2]=1[C:7]1[CH:14]=[CH:13][C:10]([CH2:11][OH:12])=[CH:9][CH:8]=1.[Cr](Cl)([O-])(=O)=O.[NH+]1C=CC=CC=1.CS(C)=O.[C:30](OC(=O)C)(=[O:32])C.C(O)C1C=CC=CC=1.C(=O)C1C=CC=CC=1.C1(C(N)=O)C2C(CCCC2)CCN1.BrC1C=C(C=O)C=CN=1, predict the reaction product.